This data is from Full USPTO retrosynthesis dataset with 1.9M reactions from patents (1976-2016). The task is: Predict the reactants needed to synthesize the given product. Given the product [O:27]([C:16]1[N:17]=[C:18]([O:20][C:21]2[CH:26]=[CH:25][CH:24]=[CH:23][CH:22]=2)[N:19]=[C:14]([NH:13][C:9]2[CH:8]=[C:7]([CH:12]=[CH:11][CH:10]=2)[C:6]([OH:34])=[O:5])[N:15]=1)[C:28]1[CH:33]=[CH:32][CH:31]=[CH:30][CH:29]=1, predict the reactants needed to synthesize it. The reactants are: C([O:5][C:6](=[O:34])[C:7]1[CH:12]=[CH:11][CH:10]=[C:9]([NH:13][C:14]2[N:19]=[C:18]([O:20][C:21]3[CH:26]=[CH:25][CH:24]=[CH:23][CH:22]=3)[N:17]=[C:16]([O:27][C:28]3[CH:33]=[CH:32][CH:31]=[CH:30][CH:29]=3)[N:15]=2)[CH:8]=1)(C)(C)C.CCOCC.CCCCCC.